From a dataset of Catalyst prediction with 721,799 reactions and 888 catalyst types from USPTO. Predict which catalyst facilitates the given reaction. (1) Reactant: [CH3:1][O:2][C:3]1[CH:4]=[CH:5][C:6]([N+:15]([O-])=O)=[C:7]([CH:14]=1)[O:8][CH2:9][CH2:10][N:11]([CH3:13])[CH3:12].[H][H]. Product: [CH3:13][N:11]([CH3:12])[CH2:10][CH2:9][O:8][C:7]1[CH:14]=[C:3]([O:2][CH3:1])[CH:4]=[CH:5][C:6]=1[NH2:15]. The catalyst class is: 78. (2) Reactant: [Si]([O:8][CH2:9][C@H:10]([NH:20][S@@:21]([C:23]([CH3:26])([CH3:25])[CH3:24])=[O:22])[C:11]1[CH:16]=[CH:15][C:14]([S:17][CH2:18][CH3:19])=[CH:13][CH:12]=1)(C(C)(C)C)(C)C.CCCC[N+](CCCC)(CCCC)CCCC.[F-]. Product: [CH2:18]([S:17][C:14]1[CH:13]=[CH:12][C:11]([C@@H:10]([NH:20][S@@:21]([C:23]([CH3:24])([CH3:26])[CH3:25])=[O:22])[CH2:9][OH:8])=[CH:16][CH:15]=1)[CH3:19]. The catalyst class is: 1. (3) The catalyst class is: 43. Reactant: [NH2:1][C:2]1[N:7]=[C:6]([N:8]2[CH2:13][CH2:12][CH:11]([OH:14])[CH2:10][CH2:9]2)[CH:5]=[CH:4][C:3]=1[N+:15]([O-])=O. Product: [NH2:15][C:3]1[CH:4]=[CH:5][C:6]([N:8]2[CH2:13][CH2:12][CH:11]([OH:14])[CH2:10][CH2:9]2)=[N:7][C:2]=1[NH2:1].